This data is from Catalyst prediction with 721,799 reactions and 888 catalyst types from USPTO. The task is: Predict which catalyst facilitates the given reaction. Reactant: [F:1][C:2]([F:48])([F:47])[C:3]1[CH:43]=[C:42]([N+:44]([O-])=O)[CH:41]=[CH:40][C:4]=1[O:5][C:6]1[CH:11]=[CH:10][C:9]([O:12][C:13]2[CH:18]=[CH:17][C:16]([N+:19]([O-])=O)=[CH:15][C:14]=2[C:22]([F:25])([F:24])[F:23])=[CH:8][C:7]=1[P:26](=[O:39])([C:33]1[CH:38]=[CH:37][CH:36]=[CH:35][CH:34]=1)[C:27]1[CH:32]=[CH:31][CH:30]=[CH:29][CH:28]=1. Product: [F:48][C:2]([F:1])([F:47])[C:3]1[CH:43]=[C:42]([NH2:44])[CH:41]=[CH:40][C:4]=1[O:5][C:6]1[CH:11]=[CH:10][C:9]([O:12][C:13]2[CH:18]=[CH:17][C:16]([NH2:19])=[CH:15][C:14]=2[C:22]([F:25])([F:24])[F:23])=[CH:8][C:7]=1[P:26](=[O:39])([C:33]1[CH:38]=[CH:37][CH:36]=[CH:35][CH:34]=1)[C:27]1[CH:32]=[CH:31][CH:30]=[CH:29][CH:28]=1. The catalyst class is: 63.